Predict the reactants needed to synthesize the given product. From a dataset of Full USPTO retrosynthesis dataset with 1.9M reactions from patents (1976-2016). Given the product [Cl:31][C:19]1[NH:20][C:21]([NH:24][CH2:25][C:26]2[CH:30]=[CH:29][S:28][CH:27]=2)=[C:22]([F:23])[C:17](=[N:9][NH2:8])[N:18]=1, predict the reactants needed to synthesize it. The reactants are: CC(OC([N:8](C(OC(C)(C)C)=O)[N:9]([C:17]1[C:22]([F:23])=[C:21]([NH:24][CH2:25][C:26]2[CH:30]=[CH:29][S:28][CH:27]=2)[N:20]=[C:19]([Cl:31])[N:18]=1)C(OC(C)(C)C)=O)=O)(C)C.